Dataset: Reaction yield outcomes from USPTO patents with 853,638 reactions. Task: Predict the reaction yield, written as a fraction of the theoretical maximum amount of product (1.0 means a 100% yield; for example, 0.34 means a 34% yield). (1) The reactants are [C:1]1([S:7]([CH2:9][C:10]([O:12][CH3:13])=[O:11])=[O:8])[CH:6]=[CH:5][CH:4]=[CH:3][CH:2]=1.[CH3:14][O:15][CH:16]([O:19][CH3:20])[CH:17]=O.N1CCCCC1. The catalyst is C(#N)C. The product is [CH3:14][O:15][CH:16]([O:19][CH3:20])/[CH:17]=[C:9](/[S:7]([C:1]1[CH:2]=[CH:3][CH:4]=[CH:5][CH:6]=1)=[O:8])\[C:10]([O:12][CH3:13])=[O:11]. The yield is 0.990. (2) The product is [F:3][C:4]1[CH:9]=[C:8]([I:10])[CH:7]=[CH:6][C:5]=1[N:11]1[C:16]([NH:17][CH3:18])=[CH:15][C:14](=[O:22])[N:13]([CH2:23][C:24]2[CH:25]=[CH:26][C:27]([O:30][CH3:31])=[CH:28][CH:29]=2)[C:12]1=[O:32]. The reactants are [BH4-].[Na+].[F:3][C:4]1[CH:9]=[C:8]([I:10])[CH:7]=[CH:6][C:5]=1[N:11]1[C:16]([N:17]=[CH:18]N(C)C)=[CH:15][C:14](=[O:22])[N:13]([CH2:23][C:24]2[CH:29]=[CH:28][C:27]([O:30][CH3:31])=[CH:26][CH:25]=2)[C:12]1=[O:32].O.[Cl-].[NH4+]. The yield is 0.931. The catalyst is C(O)(C)(C)C.C(O)C. (3) The yield is 0.740. The reactants are Cl.[Br:2][C:3]1[CH:11]=[CH:10][C:6]([C:7]([NH2:9])=[NH:8])=[C:5]([F:12])[CH:4]=1.C(=O)([O-])O.[K+].O.Br[CH2:20][C:21]([C:23]1[N:24]([CH:28]([CH3:30])[CH3:29])[N:25]=[CH:26][N:27]=1)=O. The product is [Br:2][C:3]1[CH:11]=[CH:10][C:6]([C:7]2[NH:9][CH:20]=[C:21]([C:23]3[N:24]([CH:28]([CH3:30])[CH3:29])[N:25]=[CH:26][N:27]=3)[N:8]=2)=[C:5]([F:12])[CH:4]=1. The catalyst is C1COCC1. (4) The reactants are [F:1][C:2]1[CH:25]=[C:24]([N+:26]([O-:28])=[O:27])[CH:23]=[CH:22][C:3]=1[O:4][C:5]1[CH:10]=[CH:9][N:8]=[C:7]2[CH:11]=[C:12]([C:14]3[CH:21]=[CH:20][C:17]([CH:18]=O)=[CH:16][N:15]=3)[S:13][C:6]=12.[CH3:29][O:30][CH2:31][CH2:32][O:33][CH2:34][CH2:35][NH2:36].C(O)(=O)C.C(O[BH-](OC(=O)C)OC(=O)C)(=O)C.[Na+]. The catalyst is ClCCl. The product is [F:1][C:2]1[CH:25]=[C:24]([N+:26]([O-:28])=[O:27])[CH:23]=[CH:22][C:3]=1[O:4][C:5]1[CH:10]=[CH:9][N:8]=[C:7]2[CH:11]=[C:12]([C:14]3[N:15]=[CH:16][C:17]([CH2:18][NH:36][CH2:35][CH2:34][O:33][CH2:32][CH2:31][O:30][CH3:29])=[CH:20][CH:21]=3)[S:13][C:6]=12. The yield is 0.440. (5) The reactants are I[C:2]1[CH:7]=[CH:6][C:5]([N+:8]([O-:10])=[O:9])=[CH:4][CH:3]=1.[CH:11]([C:13]1[CH:18]=[CH:17][N:16]=[CH:15][CH:14]=1)=[CH2:12]. The catalyst is CC#N. The product is [N+:8]([C:5]1[CH:6]=[CH:7][C:2]([CH:12]=[CH:11][C:13]2[CH:18]=[CH:17][N:16]=[CH:15][CH:14]=2)=[CH:3][CH:4]=1)([O-:10])=[O:9]. The yield is 0.370.